Dataset: Catalyst prediction with 721,799 reactions and 888 catalyst types from USPTO. Task: Predict which catalyst facilitates the given reaction. (1) Reactant: [N:1]1([C:7]2[C:8]3[S:15][C:14]([C:16]4[CH2:17][C:18]([CH3:25])([CH3:24])[NH:19][C:20]([CH3:23])([CH3:22])[CH:21]=4)=[CH:13][C:9]=3[N:10]=[CH:11][N:12]=2)[CH2:6][CH2:5][NH:4][CH2:3][CH2:2]1.[N:26]([C@H:29]([C:31]1[CH:36]=[CH:35][CH:34]=[C:33]([O:37][CH3:38])[CH:32]=1)[CH3:30])=[C:27]=[O:28].C(N(CC)C(C)C)(C)C. Product: [CH3:38][O:37][C:33]1[CH:32]=[C:31]([C@@H:29]([NH:26][C:27]([N:4]2[CH2:3][CH2:2][N:1]([C:7]3[C:8]4[S:15][C:14]([C:16]5[CH2:17][C:18]([CH3:25])([CH3:24])[NH:19][C:20]([CH3:23])([CH3:22])[CH:21]=5)=[CH:13][C:9]=4[N:10]=[CH:11][N:12]=3)[CH2:6][CH2:5]2)=[O:28])[CH3:30])[CH:36]=[CH:35][CH:34]=1. The catalyst class is: 10. (2) Reactant: C[Si](C)(C)[C:3]#[C:4]/[CH:5]=[CH:6]\[C:7]1[CH:16]=[CH:15][C:14]2[C:9](=[CH:10][CH:11]=[CH:12][CH:13]=2)[N:8]=1.[F-].[Cs+].[CH3:21][OH:22].O. Product: [CH2:21]([O:22][CH2:3][C:4]1[N:8]2[C:9]3[C:14]([CH:15]=[CH:16][C:7]2=[CH:6][CH:5]=1)=[CH:13][CH:12]=[CH:11][CH:10]=3)[CH2:3][CH2:4][CH2:5][CH3:6]. The catalyst class is: 709.